From a dataset of Forward reaction prediction with 1.9M reactions from USPTO patents (1976-2016). Predict the product of the given reaction. (1) Given the reactants C(NC(C)C)(C)C.[Li]CCCC.[C:13]([O:16][C:17]([CH3:20])([CH3:19])[CH3:18])(=[O:15])[CH3:14].[C:21]([O:25][C:26]([NH:28][CH2:29][C:30](O)=[O:31])=[O:27])([CH3:24])([CH3:23])[CH3:22].C(N1C=CN=C1)(N1C=CN=C1)=O, predict the reaction product. The product is: [C:21]([O:25][C:26]([NH:28][CH2:29][C:30](=[O:31])[CH2:14][C:13]([O:16][C:17]([CH3:20])([CH3:19])[CH3:18])=[O:15])=[O:27])([CH3:24])([CH3:23])[CH3:22]. (2) Given the reactants C(OC1N=C2C(N=C(OC)N2CCCC2CCCCN2)=C(N)N=1)CCC.[NH2:27][C:28]1[N:36]=[C:35]([O:37][C@@H:38]([CH3:42])[CH2:39][CH2:40][CH3:41])[N:34]=[C:33]2[C:29]=1[N:30]=[C:31]([O:63][CH3:64])[N:32]2[CH2:43][CH2:44][CH2:45][CH2:46][CH:47]1[CH2:52][CH2:51][N:50](C(OCC2C=CC=CC=2)=O)[CH2:49][CH2:48]1, predict the reaction product. The product is: [CH3:42][C@H:38]([O:37][C:35]1[N:34]=[C:33]2[C:29]([N:30]=[C:31]([O:63][CH3:64])[N:32]2[CH2:43][CH2:44][CH2:45][CH2:46][CH:47]2[CH2:48][CH2:49][NH:50][CH2:51][CH2:52]2)=[C:28]([NH2:27])[N:36]=1)[CH2:39][CH2:40][CH3:41]. (3) The product is: [Cl:15][C:11]1[CH:10]=[C:9]([C:7]2[N:6]=[C:5]3[CH2:16][CH2:17][CH2:18][C:4]3=[C:3]([NH:19][C:20]3[CH:21]=[CH:22][C:23]([CH2:26][C:27]([O:29][CH3:30])=[O:28])=[CH:24][CH:25]=3)[CH:8]=2)[CH:14]=[CH:13][CH:12]=1. Given the reactants Cl.Cl[C:3]1[CH:8]=[C:7]([C:9]2[CH:14]=[CH:13][CH:12]=[C:11]([Cl:15])[CH:10]=2)[N:6]=[C:5]2[CH2:16][CH2:17][CH2:18][C:4]=12.[NH2:19][C:20]1[CH:25]=[CH:24][C:23]([CH2:26][C:27]([O:29][CH3:30])=[O:28])=[CH:22][CH:21]=1, predict the reaction product.